Predict the reactants needed to synthesize the given product. From a dataset of Full USPTO retrosynthesis dataset with 1.9M reactions from patents (1976-2016). (1) Given the product [CH3:22][C:19]1[C:18]2[C:13]([O:12][C:9]3[CH:10]=[CH:11][C:6]([NH:5][C:3](=[O:4])[C@@H:2]([CH3:1])[NH2:23])=[CH:7][CH:8]=3)=[CH:14][CH:15]=[CH:16][C:17]=2[O:21][N:20]=1, predict the reactants needed to synthesize it. The reactants are: [CH3:1][C@@H:2]([NH:23]C(=O)OC(C)(C)C)[C:3]([NH:5][C:6]1[CH:11]=[CH:10][C:9]([O:12][C:13]2[C:18]3[C:19]([CH3:22])=[N:20][O:21][C:17]=3[CH:16]=[CH:15][CH:14]=2)=[CH:8][CH:7]=1)=[O:4].C(O)(C(F)(F)F)=O. (2) Given the product [Cl:1][C:2]1[C:9]([Cl:10])=[C:8]([N:14]2[CH2:15][CH2:16][C@H:17]([OH:18])[C@@H:13]2[CH3:12])[CH:7]=[CH:6][C:3]=1[C:4]#[N:5], predict the reactants needed to synthesize it. The reactants are: [Cl:1][C:2]1[C:9]([Cl:10])=[C:8](F)[CH:7]=[CH:6][C:3]=1[C:4]#[N:5].[CH3:12][C@H:13]1[C@@H:17]([OH:18])[CH2:16][CH2:15][NH:14]1. (3) The reactants are: ClC(Cl)(OC(=O)[O:6][C:7]([Cl:10])(Cl)Cl)Cl.[Cl:13][C:14]1[CH:33]=[CH:32][C:17]([CH:18]([O:26][C@@H:27]2[CH2:31][CH2:30][NH:29][CH2:28]2)[C:19]2[CH:24]=[CH:23][C:22]([Cl:25])=[CH:21][CH:20]=2)=[CH:16][CH:15]=1.N1C=CC=CC=1. Given the product [CH:18]([O:26][CH:27]([CH3:31])[CH3:28])([CH3:19])[CH3:17].[CH3:14][CH2:15][CH2:16][CH:17]([CH3:32])[CH3:18].[Cl:13][C:14]1[CH:33]=[CH:32][C:17]([CH:18]([O:26][C@@H:27]2[CH2:31][CH2:30][N:29]([C:7]([Cl:10])=[O:6])[CH2:28]2)[C:19]2[CH:20]=[CH:21][C:22]([Cl:25])=[CH:23][CH:24]=2)=[CH:16][CH:15]=1, predict the reactants needed to synthesize it. (4) Given the product [Cl:1][C:2]1[C:10]([C:11]2[CH2:15][CH:14]([CH2:16][C:17]#[N:18])[O:13][N:12]=2)=[C:9]([S:19]([CH2:22][CH3:23])(=[O:21])=[O:20])[CH:8]=[CH:7][C:3]=1[C:4]([NH:31][C:27]1[C:26]([C:32]#[N:34])=[N:30][O:29][N:28]=1)=[O:6], predict the reactants needed to synthesize it. The reactants are: [Cl:1][C:2]1[C:10]([C:11]2[CH2:15][CH:14]([CH2:16][C:17]#[N:18])[O:13][N:12]=2)=[C:9]([S:19]([CH2:22][CH3:23])(=[O:21])=[O:20])[CH:8]=[CH:7][C:3]=1[C:4]([OH:6])=O.CO[C:26]1[C:27]([NH2:31])=[N:28][O:29][N:30]=1.[CH2:32]([N:34](CC)CC)C.C(P1(=O)OP(=O)(CCC)OP(=O)(CCC)O1)CC. (5) The reactants are: [Br:1][C:2]1[CH:3]=[N:4][C:5]([Cl:11])=[C:6]([CH:10]=1)[C:7](O)=[O:8].CN(C)C=O.S(Cl)([Cl:19])=O. Given the product [Br:1][C:2]1[CH:3]=[N:4][C:5]([Cl:11])=[C:6]([CH:10]=1)[C:7]([Cl:19])=[O:8], predict the reactants needed to synthesize it. (6) Given the product [NH:21]1[CH2:20][CH:19]([N:16]2[CH2:17][CH2:18][N:13]([CH2:12][C:11]3[CH:10]=[C:9]4[C:4]([C:5](=[O:43])[N:6]([NH:30][C:31]5[CH:36]=[C:35]([Cl:37])[CH:34]=[CH:33][C:32]=5[S:38]([CH2:41][CH3:42])(=[O:39])=[O:40])[CH:7]=[N:8]4)=[CH:3][C:2]=3[Br:1])[CH2:14][CH2:15]2)[CH2:22]1, predict the reactants needed to synthesize it. The reactants are: [Br:1][C:2]1[CH:3]=[C:4]2[C:9](=[CH:10][C:11]=1[CH2:12][N:13]1[CH2:18][CH2:17][N:16]([CH:19]3[CH2:22][N:21](C(OC(C)(C)C)=O)[CH2:20]3)[CH2:15][CH2:14]1)[N:8]=[CH:7][N:6]([NH:30][C:31]1[CH:36]=[C:35]([Cl:37])[CH:34]=[CH:33][C:32]=1[S:38]([CH2:41][CH3:42])(=[O:40])=[O:39])[C:5]2=[O:43].Cl.C(S(N1C=CC=C1CN)(=O)=O)C. (7) Given the product [CH3:1][NH:2][C:3]([C:5]1[CH:6]=[C:7]([O:11][C:12]2[CH:13]=[CH:14][C:15]([NH:19][C:20]([NH:22][C:23]3[CH:24]=[CH:25][C:26]([Cl:33])=[C:27]([C:29]([F:31])([F:32])[F:30])[CH:28]=3)=[O:21])=[C:16]([F:18])[CH:17]=2)[CH:8]=[CH:9][N:10]=1)=[O:4], predict the reactants needed to synthesize it. The reactants are: [CH3:1][NH:2][C:3]([C:5]1[CH:6]=[C:7]([O:11][C:12]2[CH:13]=[CH:14][C:15]([NH:19][C:20]([NH:22][C:23]3[CH:24]=[CH:25][C:26]([Cl:33])=[C:27]([C:29]([F:32])([F:31])[F:30])[CH:28]=3)=[O:21])=[C:16]([F:18])[CH:17]=2)[CH:8]=[CH:9][N:10]=1)=[O:4].S(C1C=CC(C)=CC=1)([O-])(=O)=O.O.[OH-].[Na+].C(C(C)=O)C. (8) Given the product [O:1]1[C:5]2[CH:6]=[CH:7][C:8]([C:10]([C:12]3[CH:17]=[CH:16][C:15]([O:18][CH3:19])=[C:14]([O:20][CH2:21][CH3:22])[CH:13]=3)=[O:11])=[CH:9][C:4]=2[CH:3]=[CH:2]1, predict the reactants needed to synthesize it. The reactants are: [O:1]1[C:5]2[CH:6]=[CH:7][C:8]([CH:10]([C:12]3[CH:17]=[CH:16][C:15]([O:18][CH3:19])=[C:14]([O:20][CH2:21][CH3:22])[CH:13]=3)[OH:11])=[CH:9][C:4]=2[CH:3]=[CH:2]1.